The task is: Predict the reactants needed to synthesize the given product.. This data is from Full USPTO retrosynthesis dataset with 1.9M reactions from patents (1976-2016). Given the product [CH2:8]([C:4]1[CH:3]=[C:2]([CH:7]=[CH:6][CH:5]=1)[C:11]([OH:13])=[O:12])[CH3:9], predict the reactants needed to synthesize it. The reactants are: Br[C:2]1[CH:7]=[CH:6][CH:5]=[C:4]([CH2:8][CH3:9])[CH:3]=1.[Mg].[C:11](=[O:13])=[O:12].Cl.